The task is: Predict the reactants needed to synthesize the given product.. This data is from Full USPTO retrosynthesis dataset with 1.9M reactions from patents (1976-2016). Given the product [Br:1][C:2]1[S:6][C:5]([C:7](=[O:12])[C:8]([F:9])([F:10])[F:11])=[CH:4][CH:3]=1, predict the reactants needed to synthesize it. The reactants are: [Br:1][C:2]1[S:6][C:5]([CH:7]([OH:12])[C:8]([F:11])([F:10])[F:9])=[CH:4][CH:3]=1.CC(OI1(OC(C)=O)(OC(C)=O)OC(=O)C2C=CC=CC1=2)=O.